Dataset: Full USPTO retrosynthesis dataset with 1.9M reactions from patents (1976-2016). Task: Predict the reactants needed to synthesize the given product. Given the product [C:8]([C:5]1[CH:6]=[CH:7][C:2]([N:14]2[CH:18]=[CH:17][N:16]=[C:15]2[CH2:19][CH2:20][C:21]([O:23][CH2:24][CH3:25])=[O:22])=[C:3]([N+:11]([O-:13])=[O:12])[CH:4]=1)(=[O:10])[CH3:9], predict the reactants needed to synthesize it. The reactants are: F[C:2]1[CH:7]=[CH:6][C:5]([C:8](=[O:10])[CH3:9])=[CH:4][C:3]=1[N+:11]([O-:13])=[O:12].[NH:14]1[CH:18]=[CH:17][N:16]=[C:15]1[CH2:19][CH2:20][C:21]([O:23][CH2:24][CH3:25])=[O:22].C(=O)([O-])[O-].[K+].[K+].CN(C)C(=O)C.